From a dataset of Full USPTO retrosynthesis dataset with 1.9M reactions from patents (1976-2016). Predict the reactants needed to synthesize the given product. Given the product [OH:2][C:3]1[CH:4]=[C:5]2[C:9](=[CH:10][CH:11]=1)[CH:13]([C:12]([O:16][CH2:17][CH3:18])=[O:15])[N:8]([C:31]([O:30][C:27]([CH3:29])([CH3:28])[CH3:26])=[O:32])[CH2:7][CH2:6]2, predict the reactants needed to synthesize it. The reactants are: Cl.[OH:2][C:3]1[CH:4]=[C:5]([CH:9]=[CH:10][CH:11]=1)[CH2:6][CH2:7][NH2:8].[C:12]([O:16][CH2:17][CH3:18])(=[O:15])[CH:13]=O.C(N(CC)CC)C.[CH3:26][C:27]([O:30][C:31](O[C:31]([O:30][C:27]([CH3:29])([CH3:28])[CH3:26])=[O:32])=[O:32])([CH3:29])[CH3:28].